Dataset: Catalyst prediction with 721,799 reactions and 888 catalyst types from USPTO. Task: Predict which catalyst facilitates the given reaction. Reactant: Cl.[K].NC1C=CC(F)=CC=1S.O.[C:13]1([CH3:23])[CH:18]=[CH:17][C:16]([S:19]([OH:22])(=[O:21])=[O:20])=[CH:15][CH:14]=1. Product: [CH3:23][C:13]1[CH:18]=[CH:17][C:16]([S:19]([OH:22])(=[O:21])=[O:20])=[CH:15][CH:14]=1. The catalyst class is: 30.